Dataset: Reaction yield outcomes from USPTO patents with 853,638 reactions. Task: Predict the reaction yield, written as a fraction of the theoretical maximum amount of product (1.0 means a 100% yield; for example, 0.34 means a 34% yield). (1) The reactants are [Cl:1][C:2]1[CH:10]=[C:9]2[C:5]([C:6]([C:11]([O:13]C)=[O:12])=[CH:7][NH:8]2)=[CH:4][C:3]=1[C:15]1[CH:20]=[CH:19][C:18]([C:21]2[CH:26]=[CH:25][CH:24]=[CH:23][C:22]=2[OH:27])=[CH:17][CH:16]=1.[OH-].[Na+]. The catalyst is CO. The product is [Cl:1][C:2]1[CH:10]=[C:9]2[C:5]([C:6]([C:11]([OH:13])=[O:12])=[CH:7][NH:8]2)=[CH:4][C:3]=1[C:15]1[CH:16]=[CH:17][C:18]([C:21]2[CH:26]=[CH:25][CH:24]=[CH:23][C:22]=2[OH:27])=[CH:19][CH:20]=1. The yield is 0.160. (2) The reactants are [Li]CCCC.[C:6]([Si:8]([CH3:11])([CH3:10])[CH3:9])#[CH:7].[S:12]1[CH:16]=[CH:15][N:14]=[C:13]1[C:17](=[O:19])[CH3:18]. The catalyst is O1CCCC1. The product is [S:12]1[CH:16]=[CH:15][N:14]=[C:13]1[C:17]([OH:19])([C:7]#[C:6][Si:8]([CH3:11])([CH3:10])[CH3:9])[CH3:18]. The yield is 0.450.